From a dataset of Full USPTO retrosynthesis dataset with 1.9M reactions from patents (1976-2016). Predict the reactants needed to synthesize the given product. (1) The reactants are: [CH2:1]([CH:3]1[N:12]2[C:7](=[CH:8][C:9](=[O:18])[C:10]([C:13]([O:15][CH2:16][CH3:17])=[O:14])=[CH:11]2)[C:6]2[CH:19]=[C:20]([O:24][CH3:25])[C:21]([OH:23])=[CH:22][C:5]=2[CH2:4]1)[CH3:2].Br[CH2:27][CH2:28][C:29]1[CH:34]=[CH:33][CH:32]=[CH:31][CH:30]=1.C([O-])([O-])=O.[K+].[K+].O. Given the product [CH2:1]([CH:3]1[N:12]2[C:7](=[CH:8][C:9](=[O:18])[C:10]([C:13]([O:15][CH2:16][CH3:17])=[O:14])=[CH:11]2)[C:6]2[CH:19]=[C:20]([O:24][CH3:25])[C:21]([O:23][CH2:27][CH2:28][C:29]3[CH:34]=[CH:33][CH:32]=[CH:31][CH:30]=3)=[CH:22][C:5]=2[CH2:4]1)[CH3:2], predict the reactants needed to synthesize it. (2) Given the product [C:1]([N:5]([CH3:34])[C:6]([C:8]1[N:9]=[C:10]([CH:27]2[CH2:28][CH2:29][N:30]([CH3:33])[CH2:31][CH2:32]2)[N:11]2[C:20]3[C:15](=[CH:16][C:17]([O:25][CH3:26])=[C:18]([CH2:21][CH:22]([CH3:24])[CH3:23])[CH:19]=3)[CH2:14][CH2:13][C:12]=12)=[O:7])([CH3:4])([CH3:2])[CH3:3], predict the reactants needed to synthesize it. The reactants are: [C:1]([N:5]([CH3:34])[C:6]([C:8]1[N:9]=[C:10]([C:27]2[CH2:28][CH2:29][N:30]([CH3:33])[CH2:31][CH:32]=2)[N:11]2[C:20]3[C:15](=[CH:16][C:17]([O:25][CH3:26])=[C:18]([CH2:21][CH:22]([CH3:24])[CH3:23])[CH:19]=3)[CH2:14][CH2:13][C:12]=12)=[O:7])([CH3:4])([CH3:3])[CH3:2].